Dataset: Full USPTO retrosynthesis dataset with 1.9M reactions from patents (1976-2016). Task: Predict the reactants needed to synthesize the given product. Given the product [S:1]1[C:5]2[CH:6]=[C:7]([N:10]3[CH2:14][CH:13]([C:15]([F:17])([F:18])[F:16])[N:12]([C:21]4[CH:22]=[N:23][CH:24]=[CH:25][C:26]=4[CH3:27])[C:11]3=[O:19])[CH:8]=[CH:9][C:4]=2[N:3]=[CH:2]1, predict the reactants needed to synthesize it. The reactants are: [S:1]1[C:5]2[CH:6]=[C:7]([N:10]3[CH2:14][CH:13]([C:15]([F:18])([F:17])[F:16])[NH:12][C:11]3=[O:19])[CH:8]=[CH:9][C:4]=2[N:3]=[CH:2]1.I[C:21]1[CH:22]=[N:23][CH:24]=[CH:25][C:26]=1[CH3:27].CC1(C)C2C(=C(P(C3C=CC=CC=3)C3C=CC=CC=3)C=CC=2)OC2C(P(C3C=CC=CC=3)C3C=CC=CC=3)=CC=CC1=2.C(=O)([O-])[O-].[Cs+].[Cs+].